This data is from Forward reaction prediction with 1.9M reactions from USPTO patents (1976-2016). The task is: Predict the product of the given reaction. (1) Given the reactants C(OC([N:8]1[CH2:12][CH2:11][CH:10]([N:13]2[C:22]3[C:17](=[CH:18][C:19]([NH:23][C:24]([C:26]4[S:27][CH:28]=[CH:29][CH:30]=4)=[NH:25])=[CH:20][CH:21]=3)[CH2:16][CH2:15][CH2:14]2)[CH2:9]1)=O)(C)(C)C.[ClH:31], predict the reaction product. The product is: [ClH:31].[ClH:31].[NH:8]1[CH2:12][CH2:11][CH:10]([N:13]2[C:22]3[C:17](=[CH:18][C:19]([NH:23][C:24]([C:26]4[S:27][CH:28]=[CH:29][CH:30]=4)=[NH:25])=[CH:20][CH:21]=3)[CH2:16][CH2:15][CH2:14]2)[CH2:9]1. (2) Given the reactants [CH:1]1([N:6]([CH3:27])[C:7]2[CH:12]=[CH:11][C:10]([C:13]3[CH:18]=[CH:17][CH:16]=[CH:15][C:14]=3[C:19]3[NH:23][N:22]=[N:21][N:20]=3)=[CH:9][C:8]=2[N+:24]([O-])=O)[CH2:5][CH2:4][CH2:3][CH2:2]1.Cl.O1CCOCC1, predict the reaction product. The product is: [CH:1]1([N:6]([CH3:27])[C:7]2[CH:12]=[CH:11][C:10]([C:13]3[CH:18]=[CH:17][CH:16]=[CH:15][C:14]=3[C:19]3[NH:23][N:22]=[N:21][N:20]=3)=[CH:9][C:8]=2[NH2:24])[CH2:2][CH2:3][CH2:4][CH2:5]1.